From a dataset of Catalyst prediction with 721,799 reactions and 888 catalyst types from USPTO. Predict which catalyst facilitates the given reaction. (1) Reactant: [CH2:1]([C:3]1[CH:12]=[C:11]2[C:6]([C:7](=[O:32])[C:8]([OH:31])=[C:9]([C:13]3[CH:18]=[C:17]([O:19]C)[C:16]([O:21]CC4C=CC=CC=4)=[C:15]([O:29]C)[CH:14]=3)[O:10]2)=[CH:5][C:4]=1[CH2:33][CH2:34][CH2:35][CH2:36][CH2:37][CH2:38][CH2:39][CH3:40])[CH3:2].B(Br)(Br)Br.CO.O. Product: [CH2:1]([C:3]1[CH:12]=[C:11]2[C:6]([C:7](=[O:32])[C:8]([OH:31])=[C:9]([C:13]3[CH:14]=[C:15]([OH:29])[C:16]([OH:21])=[C:17]([OH:19])[CH:18]=3)[O:10]2)=[CH:5][C:4]=1[CH2:33][CH2:34][CH2:35][CH2:36][CH2:37][CH2:38][CH2:39][CH3:40])[CH3:2]. The catalyst class is: 4. (2) Reactant: [F:1][C:2]1[CH:3]=[C:4]2[C:9](=[CH:10][C:11]=1[F:12])[N:8]=[CH:7][C:6]([C:13]#[N:14])=[C:5]2[SH:15].Cl[CH2:17][C:18]#[N:19].[OH-].[Na+]. Product: [NH2:14][C:13]1[C:6]2[CH:7]=[N:8][C:9]3[CH:10]=[C:11]([F:12])[C:2]([F:1])=[CH:3][C:4]=3[C:5]=2[S:15][C:17]=1[C:18]#[N:19]. The catalyst class is: 5. (3) Product: [CH3:11][C:12]12[CH2:18][CH:15]([CH2:16][CH2:17]1)[CH2:14][C:13]2=[O:19]. The catalyst class is: 34. Reactant: C(Cl)(=O)C(Cl)=O.CS(C)=O.[CH3:11][C:12]12[CH2:18][CH:15]([CH2:16][CH2:17]1)[CH2:14][CH:13]2[OH:19].C(N(CC)CC)C. (4) Reactant: [CH3:1][CH:2]1[CH2:8][C:7]2[CH:9]=[C:10]3[O:15][CH2:14][O:13][C:11]3=[CH:12][C:6]=2[C:5]([C:16]2[CH:21]=[CH:20][C:19]([N+:22]([O-:24])=[O:23])=[CH:18][CH:17]=2)=[N:4][N:3]1[C:25](=[N:27][OH:28])[NH2:26].[C:29](OC(=O)C)(=O)[CH3:30]. Product: [CH3:1][CH:2]1[CH2:8][C:7]2[CH:9]=[C:10]3[O:15][CH2:14][O:13][C:11]3=[CH:12][C:6]=2[C:5]([C:16]2[CH:21]=[CH:20][C:19]([N+:22]([O-:24])=[O:23])=[CH:18][CH:17]=2)=[N:4][N:3]1[C:25]1[N:26]=[C:29]([CH3:30])[O:28][N:27]=1. The catalyst class is: 6. (5) Reactant: [Br:1][C:2]1[CH:3]=[C:4]([CH:6]=[CH:7][CH:8]=1)[NH2:5].[NH:9]([C:11]([O:13]C)=O)[NH2:10].[CH:15](OCC)(OCC)OCC.CC1C=CC(S(O)(=O)=O)=CC=1.C[O-].[Na+]. Product: [Br:1][C:2]1[CH:3]=[C:4]([N:5]2[CH:15]=[N:10][NH:9][C:11]2=[O:13])[CH:6]=[CH:7][CH:8]=1. The catalyst class is: 5.